Predict which catalyst facilitates the given reaction. From a dataset of Catalyst prediction with 721,799 reactions and 888 catalyst types from USPTO. (1) Reactant: C1(C)C=CC(S(O)(=O)=O)=CC=1.[CH:12]1([O:17][C:18](=[O:25])[C@@H:19]([NH2:24])[CH2:20][CH:21]([CH3:23])[CH3:22])[CH2:16][CH2:15][CH2:14][CH2:13]1. Product: [CH:12]1([O:17][C:18](=[O:25])[C@@H:19]([NH2:24])[CH2:20][CH:21]([CH3:22])[CH3:23])[CH2:13][CH2:14][CH2:15][CH2:16]1. The catalyst class is: 326. (2) The catalyst class is: 42. Reactant: [CH3:1][O:2][C:3]([C:5]1[N:6]=[C:7]([NH2:10])[S:8][CH:9]=1)=[O:4].[C:11]([O:15][C:16]([NH:18][C@@H:19]([C@H:23]([C:25]1[CH:30]=[CH:29][CH:28]=[CH:27][CH:26]=1)[CH3:24])[C:20](O)=[O:21])=[O:17])([CH3:14])([CH3:13])[CH3:12].ON1C2C=CC=CC=2N=N1. Product: [CH3:1][O:2][C:3]([C:5]1[N:6]=[C:7]([NH:10][C:20](=[O:21])[C@@H:19]([NH:18][C:16]([O:15][C:11]([CH3:14])([CH3:13])[CH3:12])=[O:17])[C@H:23]([C:25]2[CH:30]=[CH:29][CH:28]=[CH:27][CH:26]=2)[CH3:24])[S:8][CH:9]=1)=[O:4]. (3) Reactant: CN(C(ON1N=NC2C=CC=NC1=2)=[N+](C)C)C.F[P-](F)(F)(F)(F)F.CCN(C(C)C)C(C)C.[Cl:34][C:35]1[CH:36]=[CH:37][C:38]([S:62]([CH2:65][CH3:66])(=[O:64])=[O:63])=[C:39]([CH:61]=1)[CH2:40][NH:41][C:42](=[O:60])[C:43]1[CH:48]=[CH:47][C:46]([CH2:49][N:50]2[CH2:55][CH2:54][NH:53][CH2:52][CH2:51]2)=[C:45]([C:56]([F:59])([F:58])[F:57])[CH:44]=1.[C:67]([O:71][C:72]([NH:74][CH2:75][C:76](O)=[O:77])=[O:73])([CH3:70])([CH3:69])[CH3:68]. Product: [C:67]([O:71][C:72](=[O:73])[NH:74][CH2:75][C:76]([N:53]1[CH2:54][CH2:55][N:50]([CH2:49][C:46]2[CH:47]=[CH:48][C:43]([C:42](=[O:60])[NH:41][CH2:40][C:39]3[CH:61]=[C:35]([Cl:34])[CH:36]=[CH:37][C:38]=3[S:62]([CH2:65][CH3:66])(=[O:63])=[O:64])=[CH:44][C:45]=2[C:56]([F:57])([F:59])[F:58])[CH2:51][CH2:52]1)=[O:77])([CH3:70])([CH3:68])[CH3:69]. The catalyst class is: 39. (4) Reactant: [CH3:1][C:2]1[C:7]2[NH:8][C:9]3[C:14]([C:6]=2[CH:5]=[CH:4][N:3]=1)=[CH:13][CH:12]=[C:11]([OH:15])[CH:10]=3.N1C=CC=CC=1.[F:22][C:23]([F:36])([F:35])[S:24](O[S:24]([C:23]([F:36])([F:35])[F:22])(=[O:26])=[O:25])(=[O:26])=[O:25]. Product: [F:22][C:23]([F:36])([F:35])[S:24]([O:15][C:11]1[CH:10]=[C:9]2[C:14]([C:6]3[CH:5]=[CH:4][N:3]=[C:2]([CH3:1])[C:7]=3[NH:8]2)=[CH:13][CH:12]=1)(=[O:26])=[O:25]. The catalyst class is: 6.